Dataset: Catalyst prediction with 721,799 reactions and 888 catalyst types from USPTO. Task: Predict which catalyst facilitates the given reaction. (1) Reactant: [CH3:1][C:2]([C:6]1[CH:11]=[CH:10][CH:9]=[CH:8][CH:7]=1)([CH3:5])[CH2:3][OH:4].C(N(CC)CC)C.N1C=CC=CC=1.O. Product: [CH3:5][C:2]([C:6]1[CH:11]=[CH:10][CH:9]=[CH:8][CH:7]=1)([CH3:1])[CH:3]=[O:4]. The catalyst class is: 16. (2) Reactant: ClC1C=CC=C(C(OO)=[O:9])C=1.[Cl:12][C:13]1[CH:21]=[CH:20][C:16]([C:17]([OH:19])=[O:18])=[CH:15][N:14]=1. Product: [Cl:12][C:13]1[CH:21]=[CH:20][C:16]([C:17]([OH:19])=[O:18])=[CH:15][N+:14]=1[O-:9]. The catalyst class is: 22. (3) Reactant: [C:1]1(=O)[C:10]2[C:5](=[CH:6][CH:7]=[CH:8][CH:9]=2)[C:4](=[O:11])[CH:3]=[CH:2]1.[CH3:13][S-:14].[Na+].[Cl-].[Na+]. Product: [CH3:1][C:2]1[C:13](=[S:14])[C:6]2[C:5]([C:4](=[O:11])[CH:3]=1)=[CH:10][CH:9]=[CH:8][CH:7]=2. The catalyst class is: 5. (4) Reactant: [Br:1][C:2]1[CH:3]=[C:4]2[C:8](=[CH:9][CH:10]=1)[NH:7][C:6](=[O:11])/[C:5]/2=[CH:12]\[C:13]1[NH:17][C:16]2[CH2:18][CH2:19][CH2:20][CH2:21][CH2:22][C:15]=2[C:14]=1[CH2:23][CH2:24][C:25]([OH:27])=O.[CH3:28][NH:29][CH3:30].CN(C)CCCN=C=NCC.ON1C2C=CC=CC=2N=N1. Product: [Br:1][C:2]1[CH:3]=[C:4]2[C:8](=[CH:9][CH:10]=1)[NH:7][C:6](=[O:11])/[C:5]/2=[CH:12]\[C:13]1[NH:17][C:16]2[CH2:18][CH2:19][CH2:20][CH2:21][CH2:22][C:15]=2[C:14]=1[CH2:23][CH2:24][C:25]([N:29]([CH3:30])[CH3:28])=[O:27]. The catalyst class is: 9. (5) Reactant: [CH2:1]([O:3][C:4]([C:6]1[CH:7]=[N:8][N:9]([C:11]2[N:15]([CH2:16][O:17][CH2:18][CH2:19][O:20][CH3:21])[C:14]3[CH:22]=[C:23]([S:30][CH3:31])[C:24]([C:26]([F:29])([F:28])[F:27])=[CH:25][C:13]=3[N:12]=2)[CH:10]=1)=[O:5])[CH3:2].CO.[OH:34]OS([O-])=O.[K+].S([O-])(O[O-])(=O)=O.[K+].[K+]. Product: [CH2:1]([O:3][C:4]([C:6]1[CH:7]=[N:8][N:9]([C:11]2[N:15]([CH2:16][O:17][CH2:18][CH2:19][O:20][CH3:21])[C:14]3[CH:22]=[C:23]([S:30]([CH3:31])=[O:34])[C:24]([C:26]([F:29])([F:27])[F:28])=[CH:25][C:13]=3[N:12]=2)[CH:10]=1)=[O:5])[CH3:2]. The catalyst class is: 238. (6) Reactant: [C:1]([C:3]1[C:4]2[S:12][C:11](Br)=[CH:10][C:5]=2[C:6](=[O:9])[NH:7][CH:8]=1)#[N:2].[C:14]([C:18]1[CH:23]=[CH:22][C:21](B(O)O)=[CH:20][CH:19]=1)([CH3:17])([CH3:16])[CH3:15].C(=O)([O-])[O-].[K+].[K+].ClCCl. Product: [C:1]([C:3]1[C:4]2[S:12][C:11]([C:21]3[CH:22]=[CH:23][C:18]([C:14]([CH3:17])([CH3:16])[CH3:15])=[CH:19][CH:20]=3)=[CH:10][C:5]=2[C:6](=[O:9])[NH:7][CH:8]=1)#[N:2]. The catalyst class is: 710. (7) Reactant: CCN(C(C)C)C(C)C.[C:10]1([C:16]2[NH:20][N:19]=[C:18]([C:21]([NH:23][CH2:24][C:25]([OH:27])=O)=[O:22])[CH:17]=2)[CH:15]=[CH:14][CH:13]=[CH:12][CH:11]=1.C1C=CC2N(O)N=NC=2C=1.CCN=C=NCCCN(C)C.Cl.Cl.[NH:51]1[CH2:56][CH2:55][CH:54]([O:57][C:58]2[CH:59]=[N:60][CH:61]=[C:62]([C:64]([F:67])([F:66])[F:65])[CH:63]=2)[CH2:53][CH2:52]1.Cl.ClC1C=CC=CC=1OC1CCNCC1. Product: [O:27]=[C:25]([N:51]1[CH2:52][CH2:53][CH:54]([O:57][C:58]2[CH:59]=[N:60][CH:61]=[C:62]([C:64]([F:66])([F:65])[F:67])[CH:63]=2)[CH2:55][CH2:56]1)[CH2:24][NH:23][C:21]([C:18]1[CH:17]=[C:16]([C:10]2[CH:11]=[CH:12][CH:13]=[CH:14][CH:15]=2)[NH:20][N:19]=1)=[O:22]. The catalyst class is: 18.